This data is from Forward reaction prediction with 1.9M reactions from USPTO patents (1976-2016). The task is: Predict the product of the given reaction. (1) Given the reactants [Cl:1][C:2]1[CH:3]=[C:4]([CH:8]([CH2:28][C:29]2[CH:34]=[CH:33][C:32]([CH3:35])=[C:31]([CH3:36])[CH:30]=2)[C:9]#[C:10][C:11]2[CH:27]=[CH:26][C:14]([CH2:15][NH:16][CH2:17][CH2:18][C:19]([O:21]C(C)(C)C)=[O:20])=[CH:13][CH:12]=2)[CH:5]=[CH:6][CH:7]=1.C(O)(C(F)(F)F)=O, predict the reaction product. The product is: [Cl:1][C:2]1[CH:3]=[C:4]([CH:8]([CH2:28][C:29]2[CH:34]=[CH:33][C:32]([CH3:35])=[C:31]([CH3:36])[CH:30]=2)[C:9]#[C:10][C:11]2[CH:27]=[CH:26][C:14]([CH2:15][NH:16][CH2:17][CH2:18][C:19]([OH:21])=[O:20])=[CH:13][CH:12]=2)[CH:5]=[CH:6][CH:7]=1. (2) Given the reactants [NH:1]([CH2:3][CH2:4][CH:5]1[CH2:10][CH2:9][N:8]([C:11]([O:13][C:14]([CH3:17])([CH3:16])[CH3:15])=[O:12])[CH2:7][CH2:6]1)[NH2:2].[Cl:18][C:19]1[N:24]=[C:23](Cl)[C:22]([C:26]([NH:28][C:29]2[C:34]([Cl:35])=[CH:33][CH:32]=[CH:31][C:30]=2[Cl:36])=[O:27])=[CH:21][N:20]=1.C(N(CC)CC)C, predict the reaction product. The product is: [Cl:18][C:19]1[N:20]=[C:21]([NH:2][NH:1][CH2:3][CH2:4][CH:5]2[CH2:6][CH2:7][N:8]([C:11]([O:13][C:14]([CH3:17])([CH3:16])[CH3:15])=[O:12])[CH2:9][CH2:10]2)[C:22]([C:26](=[O:27])[NH:28][C:29]2[C:30]([Cl:36])=[CH:31][CH:32]=[CH:33][C:34]=2[Cl:35])=[CH:23][N:24]=1. (3) Given the reactants [CH3:1][C:2]1[CH:3]=[C:4]([CH:9]2[CH2:14][CH:13]([NH:15][C:16]([C:18]3[CH:23]=[CH:22][CH:21]=[CH:20][CH:19]=3)=[O:17])[CH2:12][N:11]([C:24]([C:26]3([NH:30]C(=O)OC(C)(C)C)[CH2:29][CH2:28][CH2:27]3)=[O:25])[CH2:10]2)[CH:5]=[CH:6][C:7]=1[CH3:8].[ClH:38], predict the reaction product. The product is: [ClH:38].[NH2:30][C:26]1([C:24]([N:11]2[CH2:10][CH:9]([C:4]3[CH:5]=[CH:6][C:7]([CH3:8])=[C:2]([CH3:1])[CH:3]=3)[CH2:14][CH:13]([NH:15][C:16]([C:18]3[CH:19]=[CH:20][CH:21]=[CH:22][CH:23]=3)=[O:17])[CH2:12]2)=[O:25])[CH2:27][CH2:28][CH2:29]1. (4) Given the reactants [F:1][C:2]1[C:3]([N+:24]([O-])=O)=[C:4]([NH:9][CH:10]2[CH2:15][CH2:14][N:13]([C@H:16]3[CH2:21][CH2:20][C@@H:19]([O:22][CH3:23])[CH2:18][CH2:17]3)[CH2:12][CH2:11]2)[CH:5]=[C:6]([CH3:8])[CH:7]=1.O.NN, predict the reaction product. The product is: [F:1][C:2]1[CH:7]=[C:6]([CH3:8])[CH:5]=[C:4]([NH:9][CH:10]2[CH2:15][CH2:14][N:13]([C@H:16]3[CH2:21][CH2:20][C@@H:19]([O:22][CH3:23])[CH2:18][CH2:17]3)[CH2:12][CH2:11]2)[C:3]=1[NH2:24]. (5) Given the reactants Cl[C:2]1[N:7]=[C:6]([N:8]([CH:18]2[CH2:20][CH2:19]2)[CH2:9][C:10]2[CH:15]=[CH:14][C:13]([O:16][CH3:17])=[CH:12][CH:11]=2)[C:5]2=[N:21][CH:22]=[C:23]([C:24]#[N:25])[N:4]2[N:3]=1.[NH2:26][C:27]1[C:28]([Cl:53])=[C:29]([N:35]2[CH2:40][CH2:39][N:38]([C:41]([O:43][C:44]([CH3:47])([CH3:46])[CH3:45])=[O:42])[CH:37]([C:48](=[O:52])[N:49]([CH3:51])[CH3:50])[CH2:36]2)[CH:30]=[C:31]([C:33]#[N:34])[CH:32]=1.CC1(C)C2C(=C(P(C3C=CC=CC=3)C3C=CC=CC=3)C=CC=2)OC2C(P(C3C=CC=CC=3)C3C=CC=CC=3)=CC=CC1=2.C(=O)([O-])[O-].[Cs+].[Cs+], predict the reaction product. The product is: [Cl:53][C:28]1[C:27]([NH:26][C:2]2[N:7]=[C:6]([N:8]([CH:18]3[CH2:20][CH2:19]3)[CH2:9][C:10]3[CH:15]=[CH:14][C:13]([O:16][CH3:17])=[CH:12][CH:11]=3)[C:5]3=[N:21][CH:22]=[C:23]([C:24]#[N:25])[N:4]3[N:3]=2)=[CH:32][C:31]([C:33]#[N:34])=[CH:30][C:29]=1[N:35]1[CH2:40][CH2:39][N:38]([C:41]([O:43][C:44]([CH3:45])([CH3:46])[CH3:47])=[O:42])[CH:37]([C:48](=[O:52])[N:49]([CH3:50])[CH3:51])[CH2:36]1. (6) Given the reactants [C:1](Cl)(=[O:5])[C:2]([CH3:4])=[CH2:3].[Al+3].[Cl-].[Cl-].[Cl-].[CH2:11]1[C:19]2[C:14](=[CH:15][CH:16]=[CH:17][CH:18]=2)[CH2:13][CH2:12]1.Cl, predict the reaction product. The product is: [CH3:3][CH:2]1[CH2:4][C:17]2[C:16](=[CH:15][C:14]3[CH2:13][CH2:12][CH2:11][C:19]=3[CH:18]=2)[C:1]1=[O:5]. (7) Given the reactants [CH:1]([O:4][C:5]1[CH:9]=[C:8]([CH2:10][CH2:11][CH2:12][OH:13])[N:7]([CH2:14][C:15]2[CH:20]=[CH:19][C:18]([C:21]([F:24])([F:23])[F:22])=[CH:17][CH:16]=2)[N:6]=1)([CH3:3])[CH3:2].O[C:26]1[C:31]([O:32][CH3:33])=[CH:30][CH:29]=[CH:28][C:27]=1[CH2:34][C:35]([O:37]C)=[O:36].C(P(CCCC)CCCC)CCC.N(C(N1CCCCC1)=O)=NC(N1CCCCC1)=O, predict the reaction product. The product is: [CH:1]([O:4][C:5]1[CH:9]=[C:8]([CH2:10][CH2:11][CH2:12][O:13][C:26]2[C:31]([O:32][CH3:33])=[CH:30][CH:29]=[CH:28][C:27]=2[CH2:34][C:35]([OH:37])=[O:36])[N:7]([CH2:14][C:15]2[CH:16]=[CH:17][C:18]([C:21]([F:23])([F:24])[F:22])=[CH:19][CH:20]=2)[N:6]=1)([CH3:3])[CH3:2]. (8) The product is: [CH:18]1([C:23]2[C:24]([C:25]#[N:26])=[C:10]([C:12]3[CH:17]=[CH:16][CH:15]=[CH:14][CH:13]=3)[C:3]3[C:2](=[CH:7][C:6]([O:8][CH3:9])=[CH:5][CH:4]=3)[N:1]=2)[CH2:22][CH2:21][CH2:20][CH2:19]1. Given the reactants [NH2:1][C:2]1[CH:7]=[C:6]([O:8][CH3:9])[CH:5]=[CH:4][C:3]=1[C:10]([C:12]1[CH:17]=[CH:16][CH:15]=[CH:14][CH:13]=1)=O.[CH:18]1([C:23](=O)[CH2:24][C:25]#[N:26])[CH2:22][CH2:21][CH2:20][CH2:19]1, predict the reaction product. (9) Given the reactants F[C:2]1[CH:7]=[CH:6][C:5]([N+:8]([O-:10])=[O:9])=[CH:4][CH:3]=1.[N:11]1[CH:16]=[CH:15][CH:14]=[C:13]([CH2:17][CH2:18][NH2:19])[CH:12]=1.C([O-])([O-])=O.[K+].[K+], predict the reaction product. The product is: [N+:8]([C:5]1[CH:6]=[CH:7][C:2]([NH:19][CH2:18][CH2:17][C:13]2[CH:12]=[N:11][CH:16]=[CH:15][CH:14]=2)=[CH:3][CH:4]=1)([O-:10])=[O:9]. (10) Given the reactants [N:1]1([C:5]([C:7]2[CH:8]=[N:9][N:10]([CH3:27])[C:11]=2[C:12]([NH:14][C:15]2[CH:20]=[CH:19][N:18]3[N:21]=[C:22]([C:24]([OH:26])=O)[N:23]=[C:17]3[CH:16]=2)=[O:13])=[O:6])[CH2:4][CH2:3][CH2:2]1.Cl.[CH2:29]([NH2:31])[CH3:30], predict the reaction product. The product is: [CH2:29]([NH:31][C:24]([C:22]1[N:23]=[C:17]2[CH:16]=[C:15]([NH:14][C:12]([C:11]3[N:10]([CH3:27])[N:9]=[CH:8][C:7]=3[C:5]([N:1]3[CH2:4][CH2:3][CH2:2]3)=[O:6])=[O:13])[CH:20]=[CH:19][N:18]2[N:21]=1)=[O:26])[CH3:30].